Predict the product of the given reaction. From a dataset of Forward reaction prediction with 1.9M reactions from USPTO patents (1976-2016). (1) Given the reactants [NH2:1][C:2]1[CH:3]=[C:4]([CH:8]=[C:9]([C:11]2[CH2:12][CH2:13][O:14][CH2:15][CH:16]=2)[CH:10]=1)[C:5]([OH:7])=[O:6], predict the reaction product. The product is: [NH2:1][C:2]1[CH:3]=[C:4]([CH:8]=[C:9]([CH:11]2[CH2:16][CH2:15][O:14][CH2:13][CH2:12]2)[CH:10]=1)[C:5]([OH:7])=[O:6]. (2) The product is: [C:1]([O:5][C:6]([N:8]1[CH2:13][CH2:12][CH:11]([C:14]2[N:15]([CH2:27][CH2:28][N:29]([C:32]([O:34][CH2:35][C:36]3[CH:41]=[CH:40][CH:39]=[CH:38][CH:37]=3)=[O:33])[CH3:30])[CH:16]=[C:17]([C:19]3[CH:24]=[CH:23][C:22]([F:25])=[C:21]([Cl:26])[CH:20]=3)[N:18]=2)[CH2:10][CH2:9]1)=[O:7])([CH3:4])([CH3:3])[CH3:2]. Given the reactants [C:1]([O:5][C:6]([N:8]1[CH2:13][CH2:12][CH:11]([C:14]2[N:15]([CH2:27][CH2:28][NH:29][CH3:30])[CH:16]=[C:17]([C:19]3[CH:24]=[CH:23][C:22]([F:25])=[C:21]([Cl:26])[CH:20]=3)[N:18]=2)[CH2:10][CH2:9]1)=[O:7])([CH3:4])([CH3:3])[CH3:2].Cl[C:32]([O:34][CH2:35][C:36]1[CH:41]=[CH:40][CH:39]=[CH:38][CH:37]=1)=[O:33].CCN(C(C)C)C(C)C, predict the reaction product. (3) The product is: [Cl:52][CH:50]=[CH:51][C:2]1[C:3]([C:9]([F:12])([F:11])[F:10])=[N:4][N:5]([CH3:8])[C:6]=1[CH3:7]. Given the reactants Br[C:2]1[C:3]([C:9]([F:12])([F:11])[F:10])=[N:4][N:5]([CH3:8])[C:6]=1[CH3:7].C(P(C(C)(C)C)C1C=CC=CC=1)(C)(C)C.C1(C(N)C2CCCCC2)CCCCC1.C1(C=CC(O)=CC=1)O.[CH:50]([Cl:52])=[CH2:51].Cl, predict the reaction product. (4) Given the reactants [Br:1][C:2]1[C:10]2[NH:9][CH:8]=[N:7][C:6]=2[CH:5]=[CH:4][C:3]=1[NH2:11], predict the reaction product. The product is: [Br:1][C:2]1[C:10]2[NH:9][CH:8]=[N:7][C:6]=2[CH:5]=[CH:4][C:3]=1[NH:11][C:8]1[NH:9][CH2:10][CH2:6][N:7]=1. (5) Given the reactants [CH2:1]([C:8]1[CH:13]=[CH:12][C:11](Br)=[CH:10][CH:9]=1)[C:2]1[CH:7]=[CH:6][CH:5]=[CH:4][CH:3]=1.[CH:15]([C:17]1[O:21][C:20](B(O)O)=[CH:19][CH:18]=1)=[O:16].C(=O)([O-])[O-].[Na+].[Na+], predict the reaction product. The product is: [CH2:1]([C:8]1[CH:13]=[CH:12][C:11]([C:20]2[O:21][C:17]([CH:15]=[O:16])=[CH:18][CH:19]=2)=[CH:10][CH:9]=1)[C:2]1[CH:7]=[CH:6][CH:5]=[CH:4][CH:3]=1. (6) Given the reactants [Cl:1][C:2]1[CH:3]=[C:4]([C:9]2[CH:10]=[C:11]([CH2:15]O)[CH:12]=[N:13][CH:14]=2)[CH:5]=[CH:6][C:7]=1[Cl:8].S(Cl)([Cl:19])=O, predict the reaction product. The product is: [ClH:1].[Cl:19][CH2:15][C:11]1[CH:12]=[N:13][CH:14]=[C:9]([C:4]2[CH:5]=[CH:6][C:7]([Cl:8])=[C:2]([Cl:1])[CH:3]=2)[CH:10]=1.